Predict the reactants needed to synthesize the given product. From a dataset of Full USPTO retrosynthesis dataset with 1.9M reactions from patents (1976-2016). (1) Given the product [CH3:18][S:19]([O:8][CH:6]1[CH2:5][C:4]([CH3:10])([CH3:9])[O:3][C:2]([CH3:11])([CH3:1])[CH2:7]1)(=[O:21])=[O:20], predict the reactants needed to synthesize it. The reactants are: [CH3:1][C:2]1([CH3:11])[CH2:7][CH:6]([OH:8])[CH2:5][C:4]([CH3:10])([CH3:9])[O:3]1.N1C=CC=CC=1.[CH3:18][S:19](Cl)(=[O:21])=[O:20]. (2) Given the product [ClH:31].[F:1][C:2]1[C:11]2[C:6](=[CH:7][CH:8]=[CH:9][CH:10]=2)[C:5]([CH2:12][N:13]([CH3:14])[C:52](=[O:54])/[CH:51]=[CH:50]/[C:47]2[CH:48]=[N:49][C:43]3[NH:42][C:41](=[O:55])[N:40]([CH2:39][CH2:38][N:32]4[CH2:37][CH2:36][O:35][CH2:34][CH2:33]4)[CH2:45][C:44]=3[CH:46]=2)=[CH:4][CH:3]=1, predict the reactants needed to synthesize it. The reactants are: [F:1][C:2]1[C:11]2[C:6](=[CH:7][CH:8]=[CH:9][CH:10]=2)[C:5]([CH2:12][NH:13][CH3:14])=[CH:4][CH:3]=1.CNCC1C=CC2C(=CC=CC=2)C=1CCC.[ClH:31].[N:32]1([CH2:38][CH2:39][N:40]2[CH2:45][C:44]3[CH:46]=[C:47](/[CH:50]=[CH:51]/[C:52]([OH:54])=O)[CH:48]=[N:49][C:43]=3[NH:42][C:41]2=[O:55])[CH2:37][CH2:36][O:35][CH2:34][CH2:33]1.